Dataset: Reaction yield outcomes from USPTO patents with 853,638 reactions. Task: Predict the reaction yield, written as a fraction of the theoretical maximum amount of product (1.0 means a 100% yield; for example, 0.34 means a 34% yield). (1) The reactants are Cl[CH2:2][C:3]([C:5]1[CH:6]=[N:7][C:8]([N:11]2[C:15]([CH3:16])=[CH:14][CH:13]=[C:12]2[CH3:17])=[CH:9][CH:10]=1)=[O:4].[BH4-].[Na+].[OH-].[Na+]. The catalyst is C1COCC1. The product is [CH3:17][C:12]1[N:11]([C:8]2[CH:9]=[CH:10][C:5]([CH:3]3[CH2:2][O:4]3)=[CH:6][N:7]=2)[C:15]([CH3:16])=[CH:14][CH:13]=1. The yield is 0.780. (2) The reactants are [CH2:1]([O:8][C:9](=[O:27])[CH2:10][NH:11][C:12](=[O:26])[C@@H:13]1[CH2:17][C@H:16]([CH3:18])[CH2:15][N:14]1[C:19]([O:21]C(C)(C)C)=O)[C:2]1[CH:7]=[CH:6][CH:5]=[CH:4][CH:3]=1.[CH:28]1[C:40]2[CH:39]([CH2:41][O:42][C:43]([N:45]3[CH2:52][C@H:51]([CH3:53])[CH2:50][C@H:46]3C(O)=O)=[O:44])[C:38]3[C:33](=[CH:34][CH:35]=[CH:36][CH:37]=3)[C:32]=2[CH:31]=[CH:30][CH:29]=1.C1CN([P+](Br)(N2CCCC2)N2CCCC2)CC1.F[P-](F)(F)(F)(F)F.CCN(C(C)C)C(C)C. The catalyst is Cl.O1CCOCC1.C(Cl)Cl.CCCCCC.CCOC(C)=O. The product is [CH2:1]([O:8][C:9](=[O:27])[CH2:10][NH:11][C:12](=[O:26])[C@@H:13]1[CH2:17][C@H:16]([CH3:18])[CH2:15][N:14]1[C:19](=[O:21])[C@@H:46]1[CH2:50][C@@H:51]([CH3:53])[CH2:52][N:45]1[C:43]([O:42][CH2:41][CH:39]1[C:40]2[CH:28]=[CH:29][CH:30]=[CH:31][C:32]=2[C:33]2[C:38]1=[CH:37][CH:36]=[CH:35][CH:34]=2)=[O:44])[C:2]1[CH:3]=[CH:4][CH:5]=[CH:6][CH:7]=1. The yield is 0.660. (3) The reactants are [CH3:1][CH:2]([CH3:52])[CH2:3][C@H:4]([NH:30][C:31](=[O:51])[C@@H:32]([NH:41][C:42](=[O:50])[CH2:43][N:44]1[CH2:49][CH2:48][O:47][CH2:46][CH2:45]1)[CH2:33][CH2:34][C:35]1[CH:40]=[CH:39][CH:38]=[CH:37][CH:36]=1)[C:5]([NH:7][C@@H:8]([CH2:23][C:24]1[CH:29]=[CH:28][CH:27]=[CH:26][CH:25]=1)[C:9]([NH:11][C@@H:12]([CH2:19][CH:20]([CH3:22])[CH3:21])[C:13]([C@@:15]1([CH3:18])[CH2:17][O:16]1)=O)=[O:10])=[O:6].[C:53]([NH:59][NH2:60])(=[O:58])[CH2:54][CH2:55][C:56]#[CH:57].C([O-])(O)=O.[Na+]. The catalyst is CO.C(O)(C(F)(F)F)=O. The product is [CH3:1][CH:2]([CH3:52])[CH2:3][C@H:4]([NH:30][C:31](=[O:51])[C@@H:32]([NH:41][C:42](=[O:50])[CH2:43][N:44]1[CH2:49][CH2:48][O:47][CH2:46][CH2:45]1)[CH2:33][CH2:34][C:35]1[CH:36]=[CH:37][CH:38]=[CH:39][CH:40]=1)[C:5]([NH:7][C@@H:8]([CH2:23][C:24]1[CH:25]=[CH:26][CH:27]=[CH:28][CH:29]=1)[C:9]([NH:11][C@@H:12]([CH2:19][CH:20]([CH3:21])[CH3:22])/[C:13](/[C@@:15]1([CH3:18])[CH2:17][O:16]1)=[N:60]/[NH:59][C:53](=[O:58])[CH2:54][CH2:55][C:56]#[CH:57])=[O:10])=[O:6]. The yield is 0.133. (4) The reactants are Cl[C:2]1[C:3]2[N:4]([CH:17]=[N:18][CH:19]=2)[C:5]2[CH:6]=[CH:7][CH:8]=[C:9]([C:12]([O:14][CH2:15][CH3:16])=[O:13])[C:10]=2[N:11]=1.[F:20][C:21]1[CH:27]=[CH:26][CH:25]=[CH:24][C:22]=1[NH2:23]. The catalyst is CN1C(=O)CCC1.O. The product is [F:20][C:21]1[CH:27]=[CH:26][CH:25]=[CH:24][C:22]=1[NH:23][C:2]1[C:3]2[N:4]([CH:17]=[N:18][CH:19]=2)[C:5]2[CH:6]=[CH:7][CH:8]=[C:9]([C:12]([O:14][CH2:15][CH3:16])=[O:13])[C:10]=2[N:11]=1. The yield is 0.500. (5) The reactants are [NH2:1][CH2:2][C@@H:3]1[C@H:6]([NH:7][C:8](=[O:35])/[C:9](=[N:23]\[O:24][C:25]([CH3:34])([CH3:33])[C:26]([O:28][C:29]([CH3:32])([CH3:31])[CH3:30])=[O:27])/[C:10]2[N:11]=[C:12]([NH:15][C:16]([O:18][C:19]([CH3:22])([CH3:21])[CH3:20])=[O:17])[S:13][CH:14]=2)[C:5](=[O:36])[NH:4]1.[CH2:37]([O:44][CH2:45][C@H:46]1[CH2:48][O:47]1)[C:38]1[CH:43]=[CH:42][CH:41]=[CH:40][CH:39]=1. The catalyst is C(Cl)Cl. The product is [CH2:37]([O:44][CH2:45][C@H:46]([OH:47])[CH2:48][NH:1][CH2:2][C@@H:3]1[C@H:6]([NH:7][C:8](=[O:35])/[C:9](=[N:23]\[O:24][C:25]([CH3:34])([CH3:33])[C:26]([O:28][C:29]([CH3:32])([CH3:31])[CH3:30])=[O:27])/[C:10]2[N:11]=[C:12]([NH:15][C:16]([O:18][C:19]([CH3:22])([CH3:21])[CH3:20])=[O:17])[S:13][CH:14]=2)[C:5](=[O:36])[NH:4]1)[C:38]1[CH:43]=[CH:42][CH:41]=[CH:40][CH:39]=1. The yield is 0.480. (6) The reactants are [O:1]=[C:2]1[NH:7][CH:6]=[N:5][C:4]([CH2:8][CH2:9][CH3:10])=[C:3]1[CH2:11][C:12]1[CH:17]=[CH:16][C:15]([C:18]2[C:19]([C:24]#[N:25])=[CH:20][CH:21]=[CH:22][CH:23]=2)=[CH:14][CH:13]=1.[CH:26]([O:29][C:30]1[CH:35]=[CH:34][C:33](B(O)O)=[CH:32][CH:31]=1)([CH3:28])[CH3:27].C(N(CC)CC)C.N1C=CC=CC=1. The catalyst is C([O-])(=O)C.[Cu+2].C([O-])(=O)C.C(OCC)(=O)C.C(Cl)Cl. The product is [CH:26]([O:29][C:30]1[CH:35]=[CH:34][C:33]([N:7]2[C:2](=[O:1])[C:3]([CH2:11][C:12]3[CH:17]=[CH:16][C:15]([C:18]4[C:19]([C:24]#[N:25])=[CH:20][CH:21]=[CH:22][CH:23]=4)=[CH:14][CH:13]=3)=[C:4]([CH2:8][CH2:9][CH3:10])[N:5]=[CH:6]2)=[CH:32][CH:31]=1)([CH3:28])[CH3:27]. The yield is 0.440. (7) The reactants are CN(C(O[N:9]1N=N[C:11]2[CH:12]=CC=N[C:10]1=2)=[N+](C)C)C.F[P-](F)(F)(F)(F)F.[C:25]([O:29][C:30]([N:32]1[CH2:38][CH2:37][CH2:36][O:35][C@H:34]([C:39]([OH:41])=O)[CH2:33]1)=[O:31])([CH3:28])([CH3:27])[CH3:26].C(OC(N1CCCO[CH:51]([C:56](=[O:78])[NH:57][C@@H:58]([CH2:62][C:63]2[CH:68]=[CH:67][C:66](B3OC(C)(C)C(C)(C)O3)=[CH:65][CH:64]=2)C(N)=O)[CH2:50]1)=O)(C)(C)C.NC(=O)[C@@H:58]([NH:57][C:56]([C@@H:51]1[CH2:50]N(C(OC(C)(C)C)=O)CCCO1)=[O:78])[CH2:62][C:63]1[CH:68]=[CH:67][C:66](B2OC(C)(C)C(C)(C)O2)=[CH:65][CH:64]=1.CCN(C(C)C)C(C)C. The catalyst is C(Cl)Cl. The product is [N:57]1([C:56](=[O:78])/[CH:51]=[CH:50]/[C@@H:10]([NH:9][C:39]([C@@H:34]2[CH2:33][N:32]([C:30]([O:29][C:25]([CH3:26])([CH3:27])[CH3:28])=[O:31])[CH2:38][CH2:37][CH2:36][O:35]2)=[O:41])[CH2:11][CH3:12])[C:64]2[C:63](=[CH:68][CH:67]=[CH:66][CH:65]=2)[CH2:62][CH2:58]1. The yield is 0.640. (8) The reactants are [C:1]1([C:7]2[CH:12]=[C:11]([F:13])[CH:10]=[CH:9][C:8]=2[OH:14])[CH:6]=[CH:5][CH:4]=[CH:3][CH:2]=1.[CH2:15]([Li])[CH2:16][CH2:17][CH3:18].Cl[Ti:21]([Cl:33])(Cl)[C:22]1([CH3:31])[C:26]([CH3:27])=[C:25]([CH3:28])[C:24]([CH3:29])=[C:23]1[CH3:30]. The catalyst is C(OCC)C. The product is [CH3:15][C:16]1[C:6]([Ti:21]([Cl:33])([C:22]2([CH3:31])[C:23]([CH3:30])=[C:24]([CH3:29])[C:25]([CH3:28])=[C:26]2[CH3:27])[O:14][C:8]2[CH:9]=[CH:10][C:11]([F:13])=[CH:12][C:7]=2[C:1]2[CH:2]=[CH:3][CH:4]=[CH:5][CH:6]=2)([CH3:5])[C:1]([CH3:7])=[C:2]([CH3:3])[C:17]=1[CH3:18]. The yield is 0.850. (9) The reactants are [CH3:1][C@:2]12[CH2:18][CH2:17]/[C:16](=[N:19]\[OH:20])/[CH:15]=[C:14]1[CH2:13][CH2:12][C@@H:11]1[C@@H:3]2[CH2:4][CH2:5][C@@:6]2([CH3:27])[C@H:10]1[CH2:9][CH2:8][C@@H:7]2[C:21]1([CH3:26])OCC[O:22]1.O.C1(C)C=CC(S(O)(=O)=O)=CC=1. The catalyst is CC(C)=O. The product is [OH:20]/[N:19]=[C:16]1\[CH2:17][CH2:18][C@@:2]2([CH3:1])[C:14](=[CH:15]\1)[CH2:13][CH2:12][C@@H:11]1[C@@H:3]2[CH2:4][CH2:5][C@@:6]2([CH3:27])[C@H:10]1[CH2:9][CH2:8][C@@H:7]2[C:21](=[O:22])[CH3:26]. The yield is 0.340.